Predict which catalyst facilitates the given reaction. From a dataset of Catalyst prediction with 721,799 reactions and 888 catalyst types from USPTO. (1) Reactant: C(NC(C)C)(C)C.[Li]CCCC.[CH2:13]1[C:17]2([CH2:22][CH2:21][C:20](=[O:23])[CH2:19][CH2:18]2)[CH2:16][CH2:15][O:14]1.[F:24][C:25]([F:44])([F:43])[S:26](N(C1C=CC=CN=1)[S:26]([C:25]([F:44])([F:43])[F:24])(=[O:28])=[O:27])(=[O:28])=[O:27].C([O-])(O)=O.[Na+]. Product: [F:24][C:25]([F:44])([F:43])[S:26]([O:23][C:20]1[CH2:21][CH2:22][C:17]2([CH2:13][O:14][CH2:15][CH2:16]2)[CH2:18][CH:19]=1)(=[O:28])=[O:27]. The catalyst class is: 49. (2) Reactant: [NH:1]1[C:5]2[CH:6]=[CH:7][CH:8]=[CH:9][C:4]=2[N:3]=[C:2]1[CH2:10][N:11]([CH:21]1[C:30]2[N:29]=[CH:28][CH:27]=[CH:26][C:25]=2[CH2:24][CH2:23][CH2:22]1)[CH2:12][C:13]1[CH:18]=[CH:17][C:16]([CH2:19][NH2:20])=[CH:15][CH:14]=1.C(N(CC)CC)C.Cl[C:39]1[O:40][C:41]2[CH:47]=[CH:46][CH:45]=[CH:44][C:42]=2[N:43]=1. Product: [O:40]1[C:41]2[CH:47]=[CH:46][CH:45]=[CH:44][C:42]=2[N:43]=[C:39]1[NH:20][CH2:19][C:16]1[CH:15]=[CH:14][C:13]([CH2:12][N:11]([CH2:10][C:2]2[NH:3][C:4]3[CH:9]=[CH:8][CH:7]=[CH:6][C:5]=3[N:1]=2)[CH:21]2[C:30]3[N:29]=[CH:28][CH:27]=[CH:26][C:25]=3[CH2:24][CH2:23][CH2:22]2)=[CH:18][CH:17]=1. The catalyst class is: 1. (3) Reactant: [Cl:1][C:2]1[CH:8]=[C:7]([N+:9]([O-:11])=[O:10])[CH:6]=[CH:5][C:3]=1[NH2:4].C(O)(=O)CC.N(OS(=O)(=O)O)=O.[CH:24]([O:26][C:27](=[O:39])[CH2:28][CH2:29][N:30]([CH2:37][CH3:38])[C:31]1[CH:36]=[CH:35][CH:34]=[CH:33][CH:32]=1)=[CH2:25].S(=O)(=O)(O)[NH2:41]. Product: [CH:24]([O:26][C:27](=[O:39])[CH2:28][CH2:29][N:30]([C:31]1[CH:36]=[CH:35][C:34]([N:41]=[N:4][C:3]2[CH:5]=[CH:6][C:7]([N+:9]([O-:11])=[O:10])=[CH:8][C:2]=2[Cl:1])=[CH:33][CH:32]=1)[CH2:37][CH3:38])=[CH2:25]. The catalyst class is: 130. (4) Reactant: [CH2:1]([O:4][C:5](=[O:40])[C@@H:6]([NH:32][C:33]([O:35][C:36]([CH3:39])([CH3:38])[CH3:37])=[O:34])[CH2:7][C:8]1[CH:31]=[CH:30][C:11]([O:12][C:13]([NH:15][CH2:16][CH2:17][C@H:18]([NH:22][C:23]([O:25][C:26]([CH3:29])([CH3:28])[CH3:27])=[O:24])[C:19](O)=[O:20])=[O:14])=[CH:10][CH:9]=1)[CH:2]=[CH2:3].[N:41]([CH2:44][CH2:45][O:46][CH2:47][CH2:48][O:49][CH2:50][CH2:51][O:52][CH2:53][CH2:54][NH2:55])=[N+:42]=[N-:43].C(N(CC)C(C)C)(C)C.CN(C(ON1N=NC2C=CC=NC1=2)=[N+](C)C)C.F[P-](F)(F)(F)(F)F. Product: [CH2:1]([O:4][C:5](=[O:40])[C@H:6]([CH2:7][C:8]1[CH:9]=[CH:10][C:11]([O:12][C:13](=[O:14])[NH:15][CH2:16][CH2:17][C@H:18]([NH:22][C:23]([O:25][C:26]([CH3:29])([CH3:28])[CH3:27])=[O:24])[C:19](=[O:20])[NH:55][CH2:54][CH2:53][O:52][CH2:51][CH2:50][O:49][CH2:48][CH2:47][O:46][CH2:45][CH2:44][N:41]=[N+:42]=[N-:43])=[CH:30][CH:31]=1)[NH:32][C:33]([O:35][C:36]([CH3:39])([CH3:37])[CH3:38])=[O:34])[CH:2]=[CH2:3]. The catalyst class is: 4.